Dataset: Full USPTO retrosynthesis dataset with 1.9M reactions from patents (1976-2016). Task: Predict the reactants needed to synthesize the given product. (1) Given the product [Br:1][C:2]1[CH:3]=[C:4]2[C:8](=[CH:9][C:10]=1[F:11])[N:7]([CH:13]1[CH2:14][CH2:15][CH2:16][CH2:17][O:12]1)[N:6]=[CH:5]2, predict the reactants needed to synthesize it. The reactants are: [Br:1][C:2]1[CH:3]=[C:4]2[C:8](=[CH:9][C:10]=1[F:11])[NH:7][N:6]=[CH:5]2.[O:12]1[CH:17]=[CH:16][CH2:15][CH2:14][CH2:13]1.CCOC(C)=O. (2) Given the product [CH2:1]([NH:8][C:9](=[O:18])[C:10]1[CH:15]=[CH:14][C:13]([N:16]2[C:28]([OH:29])=[C:27]([C:24]3[CH:25]=[CH:26][C:21]([C:19]#[N:20])=[C:22]([F:36])[CH:23]=3)[CH:32]=[N:17]2)=[N:12][CH:11]=1)[C:2]1[CH:3]=[CH:4][CH:5]=[CH:6][CH:7]=1, predict the reactants needed to synthesize it. The reactants are: [CH2:1]([NH:8][C:9](=[O:18])[C:10]1[CH:15]=[CH:14][C:13]([NH:16][NH2:17])=[N:12][CH:11]=1)[C:2]1[CH:7]=[CH:6][CH:5]=[CH:4][CH:3]=1.[C:19]([C:21]1[CH:26]=[CH:25][C:24]([C:27](=[CH:32]N(C)C)[C:28](OC)=[O:29])=[CH:23][C:22]=1[F:36])#[N:20].C(O)(=O)C.CCN(C(C)C)C(C)C.